This data is from NCI-60 drug combinations with 297,098 pairs across 59 cell lines. The task is: Regression. Given two drug SMILES strings and cell line genomic features, predict the synergy score measuring deviation from expected non-interaction effect. (1) Drug 1: C1CNP(=O)(OC1)N(CCCl)CCCl. Cell line: SK-OV-3. Drug 2: CN1C=C(C=N1)C2=C3N=C(C(=C(N3N=C2)N)Br)C4CCCNC4. Synergy scores: CSS=45.5, Synergy_ZIP=10.2, Synergy_Bliss=10.6, Synergy_Loewe=-31.3, Synergy_HSA=6.61. (2) Cell line: A549. Synergy scores: CSS=-1.31, Synergy_ZIP=0.867, Synergy_Bliss=0.0183, Synergy_Loewe=-1.00, Synergy_HSA=-1.63. Drug 2: CC(C)CN1C=NC2=C1C3=CC=CC=C3N=C2N. Drug 1: CC1=C(C=C(C=C1)C(=O)NC2=CC(=CC(=C2)C(F)(F)F)N3C=C(N=C3)C)NC4=NC=CC(=N4)C5=CN=CC=C5. (3) Drug 1: CS(=O)(=O)C1=CC(=C(C=C1)C(=O)NC2=CC(=C(C=C2)Cl)C3=CC=CC=N3)Cl. Drug 2: CN(CC1=CN=C2C(=N1)C(=NC(=N2)N)N)C3=CC=C(C=C3)C(=O)NC(CCC(=O)O)C(=O)O. Cell line: LOX IMVI. Synergy scores: CSS=37.6, Synergy_ZIP=-0.154, Synergy_Bliss=-3.27, Synergy_Loewe=-15.7, Synergy_HSA=-1.35. (4) Drug 1: C1=NC2=C(N1)C(=S)N=C(N2)N. Drug 2: C1CCC(C(C1)N)N.C(=O)(C(=O)[O-])[O-].[Pt+4]. Cell line: HCT-15. Synergy scores: CSS=28.7, Synergy_ZIP=-6.07, Synergy_Bliss=-5.24, Synergy_Loewe=-13.5, Synergy_HSA=-4.88. (5) Drug 1: CC12CCC3C(C1CCC2O)C(CC4=C3C=CC(=C4)O)CCCCCCCCCS(=O)CCCC(C(F)(F)F)(F)F. Drug 2: CS(=O)(=O)OCCCCOS(=O)(=O)C. Cell line: IGROV1. Synergy scores: CSS=7.62, Synergy_ZIP=-2.79, Synergy_Bliss=1.01, Synergy_Loewe=0.853, Synergy_HSA=2.33. (6) Drug 1: C1C(C(OC1N2C=C(C(=O)NC2=O)F)CO)O. Drug 2: C(CCl)NC(=O)N(CCCl)N=O. Cell line: NCI-H322M. Synergy scores: CSS=-5.01, Synergy_ZIP=4.07, Synergy_Bliss=2.51, Synergy_Loewe=-11.5, Synergy_HSA=-6.56.